From a dataset of Full USPTO retrosynthesis dataset with 1.9M reactions from patents (1976-2016). Predict the reactants needed to synthesize the given product. (1) Given the product [ClH:1].[Cl:1][C:2]1[CH:3]=[C:4]([N:9]2[C:13]([CH2:22][OH:24])=[C:12]([CH2:14][N:15]3[CH:19]=[CH:18][N:17]=[C:16]3[NH:20][CH3:21])[N:11]=[CH:10]2)[CH:5]=[CH:6][C:7]=1[Cl:8], predict the reactants needed to synthesize it. The reactants are: [Cl:1][C:2]1[CH:3]=[C:4]([N:9]2[CH:13]=[C:12]([CH2:14][N:15]3[CH:19]=[CH:18][N:17]=[C:16]3[NH:20][CH3:21])[N:11]=[CH:10]2)[CH:5]=[CH:6][C:7]=1[Cl:8].[C:22](O)(=[O:24])C. (2) Given the product [CH3:1][O:2][CH2:3][O:4][C:5]1[CH:10]=[C:9]([CH3:11])[C:8]([C:12]2[CH:17]=[CH:16][CH:15]=[C:14]([CH2:18][O:19][C:23]3[CH:24]=[CH:25][C:26]4[C:27](=[O:36])[C:28]5[C:33]([C:34]=4[CH:35]=3)=[CH:32][CH:31]=[CH:30][CH:29]=5)[C:13]=2[CH3:20])=[C:7]([CH3:21])[CH:6]=1, predict the reactants needed to synthesize it. The reactants are: [CH3:1][O:2][CH2:3][O:4][C:5]1[CH:10]=[C:9]([CH3:11])[C:8]([C:12]2[CH:17]=[CH:16][CH:15]=[C:14]([CH2:18][OH:19])[C:13]=2[CH3:20])=[C:7]([CH3:21])[CH:6]=1.F[C:23]1[CH:24]=[CH:25][C:26]2[C:27](=[O:36])[C:28]3[C:33]([C:34]=2[CH:35]=1)=[CH:32][CH:31]=[CH:30][CH:29]=3.CN(C=O)C.[H-].[Na+].